Predict the reactants needed to synthesize the given product. From a dataset of Full USPTO retrosynthesis dataset with 1.9M reactions from patents (1976-2016). (1) Given the product [NH2:1][C:2]1[C:7]([F:8])=[C:6]([C:9]2[CH:10]=[CH:11][C:12]([CH:15]3[CH2:16][CH2:17]3)=[CH:13][CH:14]=2)[N:5]=[C:4]([C:18]([O:20][CH2:21][C:22]2[CH:28]=[CH:27][CH:24]=[CH:25][CH:26]=2)=[O:19])[C:3]=1[Cl:23].[NH2:1][C:2]1[C:7]([F:8])=[C:6]([C:9]2[CH:10]=[CH:11][C:12]([CH:15]3[CH2:16][CH2:17]3)=[CH:13][CH:14]=2)[N:5]=[C:4]([C:18]([O:20][CH3:21])=[O:19])[C:3]=1[Cl:23], predict the reactants needed to synthesize it. The reactants are: [NH2:1][C:2]1[C:7]([F:8])=[C:6]([C:9]2[CH:14]=[CH:13][C:12]([CH:15]3[CH2:17][CH2:16]3)=[CH:11][CH:10]=2)[N:5]=[C:4]([C:18]([O:20][CH2:21][CH3:22])=[O:19])[C:3]=1[Cl:23].[CH:24]1([C:27]2C=CC(B(O)O)=C[CH:28]=2)[CH2:26][CH2:25]1.NC1C(F)=C(Cl)N=C(C(OC)=O)C=1Cl.[F-].[Cs+].P(C1C=C(S([O-])(=O)=O)C=CC=1)(C1C=C(S([O-])(=O)=O)C=CC=1)C1C=C(S([O-])(=O)=O)C=CC=1.[Na+].[Na+].[Na+]. (2) Given the product [C:1]([O:5][C:6]([NH:7][C@@H:8]1[C:9]([CH2:21][CH3:22])([CH2:23][CH3:24])[C:10]2[CH:11]=[C:12]([O:20][S:41]([C:40]([F:46])([F:45])[F:39])(=[O:43])=[O:42])[CH:13]=[CH:14][C:15]=2[CH2:16][C@H:17]1[O:18][CH3:19])=[O:25])([CH3:3])([CH3:4])[CH3:2], predict the reactants needed to synthesize it. The reactants are: [C:1]([O:5][C:6](=[O:25])[NH:7][C@H:8]1[C@H:17]([O:18][CH3:19])[CH2:16][C:15]2[C:10](=[CH:11][C:12]([OH:20])=[CH:13][CH:14]=2)[C:9]1([CH2:23][CH3:24])[CH2:21][CH3:22])([CH3:4])([CH3:3])[CH3:2].C(N(CC)CC)C.C(OCC)(=O)C.[F:39][C:40]([F:46])([F:45])[S:41](Cl)(=[O:43])=[O:42]. (3) Given the product [CH3:14][C:15]1[CH:20]=[C:19]([N+:21]([O-:23])=[O:22])[CH:18]=[CH:17][C:16]=1[N:24]=[C:25]1[N:5]([CH:6]([CH:8]2[CH2:13][CH2:12][CH2:11][CH2:10][CH2:9]2)[CH3:7])[CH2:4][CH2:3][S:26]1, predict the reactants needed to synthesize it. The reactants are: [Cl-].Cl[CH2:3][CH2:4][NH2+:5][CH:6]([CH:8]1[CH2:13][CH2:12][CH2:11][CH2:10][CH2:9]1)[CH3:7].[CH3:14][C:15]1[CH:20]=[C:19]([N+:21]([O-:23])=[O:22])[CH:18]=[CH:17][C:16]=1[N:24]=[C:25]=[S:26]. (4) Given the product [CH2:33]([O:35][CH2:36][CH2:37][NH:38][S:27]([NH:30][C:31](=[O:32])[O:25][CH2:24][C:14]1[CH:15]=[CH:16][C:17]([O:19][CH2:20][CH2:21][O:22][CH3:23])=[CH:18][C:13]=1[O:12][C:3]1[C:2]([Cl:1])=[CH:7][C:6]([C:8]([F:9])([F:11])[F:10])=[CH:5][N:4]=1)(=[O:29])=[O:28])[CH3:34], predict the reactants needed to synthesize it. The reactants are: [Cl:1][C:2]1[C:3]([O:12][C:13]2[CH:18]=[C:17]([O:19][CH2:20][CH2:21][O:22][CH3:23])[CH:16]=[CH:15][C:14]=2[CH2:24][OH:25])=[N:4][CH:5]=[C:6]([C:8]([F:11])([F:10])[F:9])[CH:7]=1.Cl[S:27]([N:30]=[C:31]=[O:32])(=[O:29])=[O:28].[CH2:33]([O:35][CH2:36][CH2:37][NH2:38])[CH3:34].Cl. (5) Given the product [CH2:19]([O:18][C:15]1[CH:16]=[CH:17][C:12]([N:11]2[C:10]3[CH:9]=[CH:8][C:4]([C:5]([OH:7])=[O:6])=[CH:3][C:2]=3[N:1]=[N:27]2)=[CH:13][CH:14]=1)[C:20]1[CH:21]=[CH:22][CH:23]=[CH:24][CH:25]=1, predict the reactants needed to synthesize it. The reactants are: [NH2:1][C:2]1[CH:3]=[C:4]([CH:8]=[CH:9][C:10]=1[NH:11][C:12]1[CH:17]=[CH:16][C:15]([O:18][CH2:19][C:20]2[CH:25]=[CH:24][CH:23]=[CH:22][CH:21]=2)=[CH:14][CH:13]=1)[C:5]([OH:7])=[O:6].Cl.[N:27]([O-])=O.[Na+]. (6) Given the product [ClH:40].[C:6]([NH:7][CH2:8][CH2:9][CH2:10][N:11]1[CH2:12][CH2:13][CH:14]([N:17]2[CH:21]=[C:20]([NH:22][C:23]([C:25]3[CH:26]=[N:27][N:28]4[CH:33]=[CH:32][CH:31]=[N:30][C:29]=34)=[O:24])[C:19]([C:34]3[CH:39]=[C:38]([Cl:40])[CH:37]=[CH:36][C:35]=3[O:41][CH:42]([F:43])[F:44])=[N:18]2)[CH2:15][CH2:16]1)(=[O:45])[CH3:46], predict the reactants needed to synthesize it. The reactants are: C(O[C:6](=[O:45])[NH:7][CH2:8][CH2:9][CH2:10][N:11]1[CH2:16][CH2:15][CH:14]([N:17]2[CH:21]=[C:20]([NH:22][C:23]([C:25]3[CH:26]=[N:27][N:28]4[CH:33]=[CH:32][CH:31]=[N:30][C:29]=34)=[O:24])[C:19]([C:34]3[CH:39]=[C:38]([Cl:40])[CH:37]=[CH:36][C:35]=3[O:41][CH:42]([F:44])[F:43])=[N:18]2)[CH2:13][CH2:12]1)(C)(C)C.[C:46](O)(C(F)(F)F)=O.C(Cl)(=O)C. (7) The reactants are: [OH:1][C:2]1[CH:7]=[C:6]([CH3:8])[CH:5]=[CH:4][N:3]=1.Br[C:10]1[CH:14]=[CH:13][O:12][CH:11]=1.C(=O)([O-])[O-].[K+].[K+]. Given the product [O:12]1[CH:13]=[CH:14][C:10]([N:3]2[CH:4]=[CH:5][C:6]([CH3:8])=[CH:7][C:2]2=[O:1])=[CH:11]1, predict the reactants needed to synthesize it. (8) Given the product [Cl:1][C:2]1[CH:3]=[CH:4][C:5]([NH:8][C:9]([CH3:21])([CH3:20])[CH2:10][C:11]([NH:13][CH2:14][C:15]([OH:17])=[O:16])=[O:12])=[CH:6][CH:7]=1, predict the reactants needed to synthesize it. The reactants are: [Cl:1][C:2]1[CH:7]=[CH:6][C:5]([NH:8][C:9]([CH3:21])([CH3:20])[CH2:10][C:11]([NH:13][CH2:14][C:15]([O:17]CC)=[O:16])=[O:12])=[CH:4][CH:3]=1.[OH-].[Na+]. (9) Given the product [CH3:1][O:2][C:3]1[CH:4]=[CH:5][C:6]2[NH:12][C:11](=[O:13])[N:10]([CH:14]3[CH2:19][CH2:18][N:17]([C:22]4[CH:23]=[C:24]([O:28][C:29]5[CH:38]=[C:37]([CH3:39])[C:32]6[NH:33][C:34](=[O:36])[O:35][C:31]=6[CH:30]=5)[N:25]=[CH:26][N:27]=4)[CH2:16][CH2:15]3)[CH2:9][CH2:8][C:7]=2[CH:20]=1, predict the reactants needed to synthesize it. The reactants are: [CH3:1][O:2][C:3]1[CH:4]=[CH:5][C:6]2[NH:12][C:11](=[O:13])[N:10]([CH:14]3[CH2:19][CH2:18][NH:17][CH2:16][CH2:15]3)[CH2:9][CH2:8][C:7]=2[CH:20]=1.Cl[C:22]1[N:27]=[CH:26][N:25]=[C:24]([O:28][C:29]2[CH:38]=[C:37]([CH3:39])[C:32]3[NH:33][C:34](=[O:36])[O:35][C:31]=3[CH:30]=2)[CH:23]=1.CCN(C(C)C)C(C)C. (10) Given the product [C:30]([O:34][C:35]([N:8]1[CH2:9][CH2:10][C:4]2[C:3]([NH:13][CH2:14][C:15]3[CH:20]=[CH:19][C:18]([C:21]([NH:23][CH:24]([CH3:29])[C:25]([F:27])([F:26])[F:28])=[O:22])=[CH:17][CH:16]=3)=[C:2]([Cl:1])[CH:12]=[CH:11][C:5]=2[CH2:6][CH2:7]1)=[O:36])([CH3:33])([CH3:32])[CH3:31], predict the reactants needed to synthesize it. The reactants are: [Cl:1][C:2]1[CH:12]=[CH:11][C:5]2[CH2:6][CH2:7][NH:8][CH2:9][CH2:10][C:4]=2[C:3]=1[NH:13][CH2:14][C:15]1[CH:20]=[CH:19][C:18]([C:21]([NH:23][CH:24]([CH3:29])[C:25]([F:28])([F:27])[F:26])=[O:22])=[CH:17][CH:16]=1.[C:30]([O:34][C:35](O[C:35]([O:34][C:30]([CH3:33])([CH3:32])[CH3:31])=[O:36])=[O:36])([CH3:33])([CH3:32])[CH3:31].C(=O)([O-])[O-].[Na+].[Na+].